This data is from Catalyst prediction with 721,799 reactions and 888 catalyst types from USPTO. The task is: Predict which catalyst facilitates the given reaction. (1) Reactant: FC(F)(F)C(O)=O.[Cl:8][C:9]1[CH:14]=[C:13]2[NH:15][C:16](=[O:38])[C:17]3([CH:21]([C:22]4[CH:27]=[CH:26][CH:25]=[C:24]([Cl:28])[C:23]=4[F:29])[CH:20]([C:30]([OH:32])=O)[NH:19][CH:18]3[CH2:33][C:34]([CH3:37])([CH3:36])[CH3:35])[C:12]2=[CH:11][CH:10]=1.C(N(C(C)C)CC)(C)C.C1(P(Cl)(C2C=CC=CC=2)=O)C=CC=CC=1.[NH2:63][C:64]1[CH:69]=[CH:68][N:67]([CH3:70])[C:66](=[O:71])[CH:65]=1. Product: [CH3:70][N:67]1[CH:68]=[CH:69][C:64]([NH:63][C:30]([CH:20]2[NH:19][CH:18]([CH2:33][C:34]([CH3:37])([CH3:35])[CH3:36])[C:17]3([C:12]4[C:13](=[CH:14][C:9]([Cl:8])=[CH:10][CH:11]=4)[NH:15][C:16]3=[O:38])[CH:21]2[C:22]2[CH:27]=[CH:26][CH:25]=[C:24]([Cl:28])[C:23]=2[F:29])=[O:32])=[CH:65][C:66]1=[O:71]. The catalyst class is: 26. (2) Reactant: [Cl:1][C:2]1[N:6]2[CH:7]=[C:8]([CH:15]3[CH2:17][CH2:16]3)[CH:9]=[C:10]([C:11]([F:14])([F:13])[F:12])[C:5]2=[N:4][C:3]=1[C:18](O)=[O:19].[CH3:21][C@H:22]1[O:26][C:25](=[O:27])[N:24]([CH:28]2[CH2:33][CH2:32][NH:31][CH2:30][CH2:29]2)[C:23]1=[O:34].C(N(CC)C(C)C)(C)C.CN(C(ON1N=NC2C=CC=NC1=2)=[N+](C)C)C.F[P-](F)(F)(F)(F)F. Product: [Cl:1][C:2]1[N:6]2[CH:7]=[C:8]([CH:15]3[CH2:17][CH2:16]3)[CH:9]=[C:10]([C:11]([F:13])([F:14])[F:12])[C:5]2=[N:4][C:3]=1[C:18]([N:31]1[CH2:30][CH2:29][CH:28]([N:24]2[C:23](=[O:34])[C@@H:22]([CH3:21])[O:26][C:25]2=[O:27])[CH2:33][CH2:32]1)=[O:19]. The catalyst class is: 31. (3) The catalyst class is: 2. Reactant: [CH3:1][O:2][C:3]1[CH:4]=[C:5]2[C:10](=[CH:11][C:12]=1[O:13][CH3:14])[N:9]=[CH:8][N:7]=[C:6]2[O:15][C:16]1[CH:22]=[CH:21][C:19]([NH2:20])=[CH:18][CH:17]=1.C1(C)C=CC=CC=1.C(N(CC)CC)C.Cl[C:38](Cl)([O:40][C:41](=[O:47])OC(Cl)(Cl)Cl)Cl.[F:49][C:50]1[CH:57]=[CH:56][C:53](CO)=[CH:52][CH:51]=1. Product: [CH3:1][O:2][C:3]1[CH:4]=[C:5]2[C:10](=[CH:11][C:12]=1[O:13][CH3:14])[N:9]=[CH:8][N:7]=[C:6]2[O:15][C:16]1[CH:22]=[CH:21][C:19]([NH:20][C:41](=[O:47])[O:40][CH2:38][C:53]2[CH:56]=[CH:57][C:50]([F:49])=[CH:51][CH:52]=2)=[CH:18][CH:17]=1.